This data is from Full USPTO retrosynthesis dataset with 1.9M reactions from patents (1976-2016). The task is: Predict the reactants needed to synthesize the given product. (1) Given the product [C:1]([C:3]1[CH:4]=[C:5]([C:16](=[O:25])[C:17]2[CH:22]=[CH:21][CH:20]=[C:19]([OH:23])[CH:18]=2)[N:6]2[C:15]3[C:10](=[CH:11][CH:12]=[CH:13][CH:14]=3)[CH:9]=[CH:8][C:7]=12)#[N:2], predict the reactants needed to synthesize it. The reactants are: [C:1]([C:3]1[CH:4]=[C:5]([C:16](=[O:25])[C:17]2[CH:22]=[CH:21][CH:20]=[C:19]([O:23]C)[CH:18]=2)[N:6]2[C:15]3[C:10](=[CH:11][CH:12]=[CH:13][CH:14]=3)[CH:9]=[CH:8][C:7]=12)#[N:2].[I-].[K+].B(Br)(Br)Br. (2) The reactants are: BrC1C(N2CCN(C(NC3C=CC=CC=3)=O)CC2)=C2N=C(C3C=CC(N(C)C)=CC=3)NC2=NC=1.[Br:35][C:36]1[C:37]([N:46]2[CH2:51][CH2:50][N:49]([CH2:52][C:53]3[CH:54]=[N:55][CH:56]=[CH:57][CH:58]=3)[CH2:48][CH2:47]2)=[C:38]([N+:43]([O-])=O)[C:39]([NH2:42])=[N:40][CH:41]=1.[O-]S(S([O-])=O)=O.[Na+].[Na+].[CH3:67][N:68]1[C:72]([CH3:73])=[C:71]([CH:74]=O)[C:70]([CH3:76])=[N:69]1. Given the product [Br:35][C:36]1[C:37]([N:46]2[CH2:51][CH2:50][N:49]([CH2:52][C:53]3[CH:54]=[N:55][CH:56]=[CH:57][CH:58]=3)[CH2:48][CH2:47]2)=[C:38]2[N:43]=[C:74]([C:71]3[C:70]([CH3:76])=[N:69][N:68]([CH3:67])[C:72]=3[CH3:73])[NH:42][C:39]2=[N:40][CH:41]=1, predict the reactants needed to synthesize it.